From a dataset of Peptide-MHC class I binding affinity with 185,985 pairs from IEDB/IMGT. Regression. Given a peptide amino acid sequence and an MHC pseudo amino acid sequence, predict their binding affinity value. This is MHC class I binding data. (1) The peptide sequence is RPALVVDTP. The MHC is HLA-B18:01 with pseudo-sequence HLA-B18:01. The binding affinity (normalized) is 0.0847. (2) The peptide sequence is RPRIMAPPV. The MHC is HLA-B07:02 with pseudo-sequence HLA-B07:02. The binding affinity (normalized) is 0.936. (3) The peptide sequence is HLIKIPLLI. The MHC is HLA-A02:01 with pseudo-sequence HLA-A02:01. The binding affinity (normalized) is 0.941. (4) The peptide sequence is IDVKDTKEAL. The MHC is HLA-A26:02 with pseudo-sequence HLA-A26:02. The binding affinity (normalized) is 0.0847. (5) The peptide sequence is RLVDAMVYT. The MHC is HLA-A02:03 with pseudo-sequence HLA-A02:03. The binding affinity (normalized) is 0.779.